The task is: Regression. Given two drug SMILES strings and cell line genomic features, predict the synergy score measuring deviation from expected non-interaction effect.. This data is from NCI-60 drug combinations with 297,098 pairs across 59 cell lines. (1) Drug 1: COC1=CC(=CC(=C1O)OC)C2C3C(COC3=O)C(C4=CC5=C(C=C24)OCO5)OC6C(C(C7C(O6)COC(O7)C8=CC=CS8)O)O. Drug 2: CC(C)NC(=O)C1=CC=C(C=C1)CNNC.Cl. Cell line: BT-549. Synergy scores: CSS=44.4, Synergy_ZIP=7.65, Synergy_Bliss=8.69, Synergy_Loewe=-10.5, Synergy_HSA=8.62. (2) Drug 1: CC12CCC(CC1=CCC3C2CCC4(C3CC=C4C5=CN=CC=C5)C)O. Drug 2: CN(CC1=CN=C2C(=N1)C(=NC(=N2)N)N)C3=CC=C(C=C3)C(=O)NC(CCC(=O)O)C(=O)O. Cell line: SNB-75. Synergy scores: CSS=4.56, Synergy_ZIP=-6.87, Synergy_Bliss=0.897, Synergy_Loewe=-11.5, Synergy_HSA=0.380. (3) Drug 2: CC1=C2C(C(=O)C3(C(CC4C(C3C(C(C2(C)C)(CC1OC(=O)C(C(C5=CC=CC=C5)NC(=O)C6=CC=CC=C6)O)O)OC(=O)C7=CC=CC=C7)(CO4)OC(=O)C)O)C)OC(=O)C. Drug 1: CS(=O)(=O)C1=CC(=C(C=C1)C(=O)NC2=CC(=C(C=C2)Cl)C3=CC=CC=N3)Cl. Synergy scores: CSS=48.8, Synergy_ZIP=7.06, Synergy_Bliss=8.18, Synergy_Loewe=-17.9, Synergy_HSA=6.99. Cell line: NCIH23. (4) Drug 1: CC1=C(C(CCC1)(C)C)C=CC(=CC=CC(=CC(=O)O)C)C. Drug 2: C#CCC(CC1=CN=C2C(=N1)C(=NC(=N2)N)N)C3=CC=C(C=C3)C(=O)NC(CCC(=O)O)C(=O)O. Cell line: NCI-H322M. Synergy scores: CSS=47.4, Synergy_ZIP=-3.32, Synergy_Bliss=-10.4, Synergy_Loewe=-38.3, Synergy_HSA=-10.2. (5) Drug 1: CC12CCC3C(C1CCC2=O)CC(=C)C4=CC(=O)C=CC34C. Drug 2: CC1=C(C(=CC=C1)Cl)NC(=O)C2=CN=C(S2)NC3=CC(=NC(=N3)C)N4CCN(CC4)CCO. Cell line: HOP-62. Synergy scores: CSS=24.4, Synergy_ZIP=-4.30, Synergy_Bliss=-1.19, Synergy_Loewe=-16.3, Synergy_HSA=-0.296. (6) Drug 2: C1CC(C1)(C(=O)O)C(=O)O.[NH2-].[NH2-].[Pt+2]. Cell line: NCIH23. Drug 1: C1=CC(=CC=C1CCC2=CNC3=C2C(=O)NC(=N3)N)C(=O)NC(CCC(=O)O)C(=O)O. Synergy scores: CSS=46.8, Synergy_ZIP=-2.64, Synergy_Bliss=-2.96, Synergy_Loewe=-2.06, Synergy_HSA=-1.78. (7) Drug 1: C1CNP(=O)(OC1)N(CCCl)CCCl. Drug 2: CC(C)(C#N)C1=CC=C(C=C1)N2C3=C4C=C(C=CC4=NC=C3N(C2=O)C)C5=CC6=CC=CC=C6N=C5. Cell line: SW-620. Synergy scores: CSS=58.7, Synergy_ZIP=10.3, Synergy_Bliss=10.9, Synergy_Loewe=-49.3, Synergy_HSA=7.04. (8) Drug 1: CC1C(C(CC(O1)OC2CC(CC3=C2C(=C4C(=C3O)C(=O)C5=C(C4=O)C(=CC=C5)OC)O)(C(=O)C)O)N)O.Cl. Drug 2: C(=O)(N)NO. Cell line: BT-549. Synergy scores: CSS=30.9, Synergy_ZIP=-7.10, Synergy_Bliss=0.764, Synergy_Loewe=-12.1, Synergy_HSA=1.36. (9) Drug 1: C1=CC(=CC=C1CCCC(=O)O)N(CCCl)CCCl. Drug 2: C1CC(C1)(C(=O)O)C(=O)O.[NH2-].[NH2-].[Pt+2]. Cell line: MOLT-4. Synergy scores: CSS=87.5, Synergy_ZIP=3.70, Synergy_Bliss=3.35, Synergy_Loewe=4.14, Synergy_HSA=7.00.